From a dataset of TCR-epitope binding with 47,182 pairs between 192 epitopes and 23,139 TCRs. Binary Classification. Given a T-cell receptor sequence (or CDR3 region) and an epitope sequence, predict whether binding occurs between them. The epitope is AMFWSVPTV. The TCR CDR3 sequence is CASRDSGTASYEQYF. Result: 0 (the TCR does not bind to the epitope).